From a dataset of Catalyst prediction with 721,799 reactions and 888 catalyst types from USPTO. Predict which catalyst facilitates the given reaction. (1) The catalyst class is: 5. Product: [C:29]([N:26]1[CH2:25][CH2:24][CH:23]([CH2:22][C:8]2[N:5]3[CH:6]=[CH:7][C:2]([CH3:1])=[CH:3][C:4]3=[N:10][C:9]=2[C:11]2[CH:16]=[CH:15][C:14]([C:17]([NH:18][CH3:19])=[O:20])=[CH:13][C:12]=2[CH3:21])[CH2:28][CH2:27]1)(=[O:31])[CH3:36]. Reactant: [CH3:1][C:2]1[CH:7]=[CH:6][N:5]2[C:8]([CH2:22][CH:23]3[CH2:28][CH2:27][N:26]([C:29]([O:31]C(C)(C)C)=O)[CH2:25][CH2:24]3)=[C:9]([C:11]3[CH:16]=[CH:15][C:14]([C:17](=[O:20])[NH:18][CH3:19])=[CH:13][C:12]=3[CH3:21])[N:10]=[C:4]2[CH:3]=1.[CH3:36]NC(=O)C1C=CC(C2N=C3C=C(C)C=CN3C=2)=C(C)C=1.Cl.N1C=CC=CC=1.C(OC(=O)C)(=O)C. (2) The catalyst class is: 5. Reactant: [CH3:1][O:2][C:3](=[O:21])[C:4]1[CH:9]=[CH:8][C:7]([C:10]#[C:11][CH2:12][NH:13]C(OC(C)(C)C)=O)=[CH:6][CH:5]=1.[ClH:22].O1CCOCC1. Product: [ClH:22].[CH3:1][O:2][C:3](=[O:21])[C:4]1[CH:9]=[CH:8][C:7]([C:10]#[C:11][CH2:12][NH2:13])=[CH:6][CH:5]=1.